The task is: Predict the product of the given reaction.. This data is from Forward reaction prediction with 1.9M reactions from USPTO patents (1976-2016). (1) Given the reactants [CH3:1][N:2]1[C:10]2[CH:9]=[CH:8][C:7]([CH3:11])=[CH:6][C:5]=2[C:4]2[CH2:12][C:13]3[C:18]([C:3]1=2)=[CH:17][CH:16]=[CH:15][C:14]=3[Li].[Cl-:20].[Cl-].[Cl-].[Cl-].[Zr+4:24], predict the reaction product. The product is: [Cl-:20].[Cl-:20].[CH3:1][N:2]1[C:10]2[CH:9]=[CH:8][C:7]([CH3:11])=[CH:6][C:5]=2[C:4]2[CH2:12][C:13]3[C:18]([C:3]1=2)=[CH:17][CH:16]=[CH:15][C:14]=3[Zr+2:24][C:14]1[CH:15]=[CH:16][CH:17]=[C:18]2[C:13]=1[CH2:12][C:4]1[C:5]3[CH:6]=[C:7]([CH3:11])[CH:8]=[CH:9][C:10]=3[N:2]([CH3:1])[C:3]=12. (2) Given the reactants [CH:1]1([CH2:4][N:5]2[CH2:10][CH2:9][CH:8]([CH2:11][CH:12]3[CH2:17][CH2:16][N:15](C(OC(C)(C)C)=O)[CH2:14][CH2:13]3)[CH2:7][CH2:6]2)[CH2:3][CH2:2]1, predict the reaction product. The product is: [CH:1]1([CH2:4][N:5]2[CH2:10][CH2:9][CH:8]([CH2:11][CH:12]3[CH2:13][CH2:14][NH:15][CH2:16][CH2:17]3)[CH2:7][CH2:6]2)[CH2:2][CH2:3]1. (3) Given the reactants [CH3:1][O:2][CH:3]([O:7][CH3:8])[C:4](=O)[CH3:5].Cl.CN.[CH2:12]([N:14](CC)CC)C.[BH4-].[Na+], predict the reaction product. The product is: [CH3:1][O:2][CH:3]([O:7][CH3:8])[CH:4]([NH:14][CH3:12])[CH3:5]. (4) The product is: [C:4]([O:6][CH:7]([CH3:9])[CH3:8])(=[O:5])/[CH:3]=[CH:2]/[C:1]([O:11][CH:12]([CH3:14])[CH3:13])=[O:10].[C:18]([O:20][CH:21]([CH2:23][CH3:24])[CH3:22])(=[O:19])/[CH:17]=[CH:16]/[C:15]([O:26][CH:27]([CH2:29][CH3:30])[CH3:28])=[O:25].[C:31]([O:36][CH2:37][CH2:38][OH:39])(=[O:35])[C:32]([CH3:34])=[CH2:33]. Given the reactants [C:1]([O:11][CH:12]([CH3:14])[CH3:13])(=[O:10])/[CH:2]=[CH:3]/[C:4]([O:6][CH:7]([CH3:9])[CH3:8])=[O:5].[C:15]([O:26][CH:27]([CH2:29][CH3:30])[CH3:28])(=[O:25])/[CH:16]=[CH:17]/[C:18]([O:20][CH:21]([CH2:23][CH3:24])[CH3:22])=[O:19].[C:31]([O:36][CH2:37][CH2:38][OH:39])(=[O:35])[C:32]([CH3:34])=[CH2:33].CCCCCC, predict the reaction product. (5) Given the reactants [NH2:1][CH2:2][CH2:3][C:4]1[CH:10]=[CH:9][C:7]([NH2:8])=[CH:6][CH:5]=1.[CH3:11][C:12]([O:15][C:16](O[C:16]([O:15][C:12]([CH3:14])([CH3:13])[CH3:11])=[O:17])=[O:17])([CH3:14])[CH3:13], predict the reaction product. The product is: [C:16]([NH:1][CH2:2][CH2:3][C:4]1[CH:10]=[CH:9][C:7]([NH2:8])=[CH:6][CH:5]=1)([O:15][C:12]([CH3:14])([CH3:13])[CH3:11])=[O:17].